Dataset: Catalyst prediction with 721,799 reactions and 888 catalyst types from USPTO. Task: Predict which catalyst facilitates the given reaction. (1) Reactant: Cl[C:2]1[N:7]=[C:6]([NH:8][C:9]2[CH:14]=[CH:13][C:12]([O:15][C:16]([F:19])([F:18])[F:17])=[CH:11][CH:10]=2)[CH:5]=[C:4]([N:20]2[CH2:24][CH2:23][CH2:22][CH2:21]2)[CH:3]=1.CC(C)([O-])C.[K+].[C:31]1(B(O)O)[CH:36]=[CH:35][CH:34]=[CH:33][CH:32]=1.O. Product: [C:31]1([C:2]2[N:7]=[C:6]([NH:8][C:9]3[CH:14]=[CH:13][C:12]([O:15][C:16]([F:19])([F:18])[F:17])=[CH:11][CH:10]=3)[CH:5]=[C:4]([N:20]3[CH2:24][CH2:23][CH2:22][CH2:21]3)[CH:3]=2)[CH:36]=[CH:35][CH:34]=[CH:33][CH:32]=1. The catalyst class is: 62. (2) The catalyst class is: 3. Product: [Cl:1][C:2]1[CH:7]=[CH:6][CH:5]=[C:4]([C:8]([F:11])([F:10])[F:9])[C:3]=1[C:12]1[NH:13][C:14]2[CH:20]=[C:19]([C:21]([Cl:26])=[O:22])[CH:18]=[CH:17][C:15]=2[N:16]=1. Reactant: [Cl:1][C:2]1[CH:7]=[CH:6][CH:5]=[C:4]([C:8]([F:11])([F:10])[F:9])[C:3]=1[C:12]1[NH:13][C:14]2[CH:20]=[C:19]([C:21](O)=[O:22])[CH:18]=[CH:17][C:15]=2[N:16]=1.O=S(Cl)[Cl:26]. (3) Reactant: [CH2:1]([N:6]1[C:14]2[N:13]=[CH:12][NH:11][C:10]=2[C:9](=[O:15])[N:8]([C:16]2[CH:21]=[CH:20][CH:19]=[CH:18][CH:17]=2)[C:7]1=[O:22])[CH2:2][CH2:3][CH2:4][CH3:5].C1C(=O)N([Cl:30])C(=O)C1. Product: [Cl:30][C:12]1[NH:11][C:10]2[C:9](=[O:15])[N:8]([C:16]3[CH:17]=[CH:18][CH:19]=[CH:20][CH:21]=3)[C:7](=[O:22])[N:6]([CH2:1][CH2:2][CH2:3][CH2:4][CH3:5])[C:14]=2[N:13]=1. The catalyst class is: 3. (4) Reactant: [CH3:1][O:2][C:3]1[CH:4]=[C:5]([CH2:13][CH2:14][C:15](Cl)=[O:16])[CH:6]=[CH:7][C:8]=1[O:9][CH2:10][C:11]#[CH:12].[C:18]1([C:24]2[CH:31]=[CH:30][C:27]([CH2:28][NH2:29])=[CH:26][CH:25]=2)[CH:23]=[CH:22][CH:21]=[CH:20][CH:19]=1.C(N(CC)CC)C.O1CCCC1. Product: [C:18]1([C:24]2[CH:25]=[CH:26][C:27]([CH2:28][NH:29][C:15](=[O:16])[CH2:14][CH2:13][C:5]3[CH:6]=[CH:7][C:8]([O:9][CH2:10][C:11]#[CH:12])=[C:3]([O:2][CH3:1])[CH:4]=3)=[CH:30][CH:31]=2)[CH:19]=[CH:20][CH:21]=[CH:22][CH:23]=1. The catalyst class is: 6. (5) Product: [CH3:1][O:2][C:3]1[CH:8]=[CH:7][C:6]([C:9]2[O:10][C:11]3[C:16]([C:17](=[O:19])[CH:18]=2)=[CH:15][C:14]([CH:20]([CH3:24])[C:21]([OH:23])=[O:22])=[CH:13][CH:12]=3)=[CH:5][CH:4]=1. The catalyst class is: 1. Reactant: [CH3:1][O:2][C:3]1[CH:8]=[CH:7][C:6]([C:9]2[O:10][C:11]3[C:16]([C:17](=[O:19])[CH:18]=2)=[CH:15][C:14]([CH2:20][C:21]([OH:23])=[O:22])=[CH:13][CH:12]=3)=[CH:5][CH:4]=1.[C:24](O[K])(C)(C)C.CI. (6) Reactant: [OH-].[K+].C([O:5][C:6]([C:8]1[CH:9]=[N:10][N:11]([C:13]2[NH:22][C:21](=[O:23])[C:20]3[C:15](=[CH:16][C:17]([N:24]([CH3:26])[CH3:25])=[CH:18][CH:19]=3)[N:14]=2)[CH:12]=1)=[O:7])C.C(OC(C1C=NN(C2NC(=O)C3C(=CC=CC=3N(C)C)N=2)C=1)=O)C.CN(C)C1C=C2C(C(=O)NC(N3C=C(C(O)=O)C=N3)=N2)=CC=1. The catalyst class is: 1. Product: [CH3:25][N:24]([CH3:26])[C:17]1[CH:18]=[CH:19][CH:20]=[C:15]2[C:16]=1[C:21](=[O:23])[NH:22][C:13]([N:11]1[CH:12]=[C:8]([C:6]([OH:5])=[O:7])[CH:9]=[N:10]1)=[N:14]2.